Dataset: Full USPTO retrosynthesis dataset with 1.9M reactions from patents (1976-2016). Task: Predict the reactants needed to synthesize the given product. (1) Given the product [O:7]=[C:2]1[NH:1][CH2:6][CH2:5][N:4]([C:15]([O:17][CH2:18][CH:19]2[C:20]3[CH:21]=[CH:22][CH:23]=[CH:24][C:25]=3[C:26]3[C:31]2=[CH:30][CH:29]=[CH:28][CH:27]=3)=[O:16])[CH2:3]1, predict the reactants needed to synthesize it. The reactants are: [NH:1]1[CH2:6][CH2:5][NH:4][CH2:3][C:2]1=[O:7].C([O-])([O-])=O.[Na+].[Na+].O.[C:15](Cl)([O:17][CH2:18][CH:19]1[C:31]2[C:26](=[CH:27][CH:28]=[CH:29][CH:30]=2)[C:25]2[C:20]1=[CH:21][CH:22]=[CH:23][CH:24]=2)=[O:16]. (2) Given the product [C:18]([CH2:20][C:21]1[CH:26]=[C:25]([C:2]2[CH:3]=[C:4]([F:11])[C:5]([C:6]#[N:7])=[CH:8][C:9]=2[CH3:10])[CH:24]=[CH:23][CH:22]=1)#[N:19], predict the reactants needed to synthesize it. The reactants are: Br[C:2]1[C:9]([CH3:10])=[CH:8][C:5]([C:6]#[N:7])=[C:4]([F:11])[CH:3]=1.C([O-])([O-])=O.[K+].[K+].[C:18]([CH2:20][C:21]1[CH:22]=[C:23](B(O)O)[CH:24]=[CH:25][CH:26]=1)#[N:19]. (3) Given the product [CH2:1]([O:3][C:4]1[CH:5]=[C:6]([CH:10]=[CH:11][C:12]=1[NH:13][C:14]1[C:15]2[C:22]([CH3:23])=[CH:21][S:20][C:16]=2[N:17]=[CH:18][N:19]=1)[C:7]#[N:9])[CH3:2], predict the reactants needed to synthesize it. The reactants are: [CH2:1]([O:3][C:4]1[CH:5]=[C:6]([CH:10]=[CH:11][C:12]=1[NH:13][C:14]1[C:15]2[C:22]([CH3:23])=[CH:21][S:20][C:16]=2[N:17]=[CH:18][N:19]=1)[C:7]([NH2:9])=O)[CH3:2]. (4) Given the product [CH3:19][C:16]1[CH:15]=[C:14]([C:11]2([C:9]3[NH:1][C:2]4=[N:3][C:4]([N:20]5[CH2:25][CH2:24][CH2:23][C@@H:22]([C:26]([N:28]6[CH2:29][CH2:30][CH2:31][CH2:32]6)=[O:27])[CH2:21]5)=[CH:5][CH:6]=[C:7]4[N:8]=3)[CH2:12][CH2:13]2)[O:18][N:17]=1, predict the reactants needed to synthesize it. The reactants are: [NH2:1][C:2]1[C:7]([NH:8][C:9]([C:11]2([C:14]3[O:18][N:17]=[C:16]([CH3:19])[CH:15]=3)[CH2:13][CH2:12]2)=O)=[CH:6][CH:5]=[C:4]([N:20]2[CH2:25][CH2:24][CH2:23][C@@H:22]([C:26]([N:28]3[CH2:32][CH2:31][CH2:30][CH2:29]3)=[O:27])[CH2:21]2)[N:3]=1.C[O-].[Na+].CO.